Dataset: Full USPTO retrosynthesis dataset with 1.9M reactions from patents (1976-2016). Task: Predict the reactants needed to synthesize the given product. (1) Given the product [OH:31][CH:32]([C:19]1[N:7]([C:1]2[CH:6]=[CH:5][CH:4]=[CH:3][CH:2]=2)[N:8]=[C:9]2[C:18]=1[C:17]1[CH:16]=[CH:15][CH:14]=[CH:13][C:12]=1[NH:11][C:10]2=[O:21])[CH2:33][CH:34]1[CH2:35][CH2:36][N:37]([C:40]([O:42][C:43]([CH3:46])([CH3:45])[CH3:44])=[O:41])[CH2:38][CH2:39]1, predict the reactants needed to synthesize it. The reactants are: [C:1]1([N:7]2[C:19](=O)[C:18]3[C:17]4[CH:16]=[CH:15][CH:14]=[CH:13][C:12]=4[NH:11][CH2:10][C:9]=3[NH:8]2)[CH:6]=[CH:5][CH:4]=[CH:3][CH:2]=1.[O:21]1CCCC1.C([Li])CCC.[O:31]=[CH:32][CH2:33][CH:34]1[CH2:39][CH2:38][N:37]([C:40]([O:42][C:43]([CH3:46])([CH3:45])[CH3:44])=[O:41])[CH2:36][CH2:35]1. (2) Given the product [OH:28][CH2:27][C@@H:24]1[CH2:25][CH2:26][N:22]([C:3]2[C:2]([C:33]3[CH:34]=[N:29][CH:30]=[N:31][CH:32]=3)=[CH:21][C:6]([C:7]([NH:9][C:10]3[CH:15]=[CH:14][C:13]([O:16][C:17]([F:20])([F:19])[F:18])=[CH:12][CH:11]=3)=[O:8])=[CH:5][N:4]=2)[CH2:23]1, predict the reactants needed to synthesize it. The reactants are: Br[C:2]1[C:3]([N:22]2[CH2:26][CH2:25][C@@H:24]([CH2:27][OH:28])[CH2:23]2)=[N:4][CH:5]=[C:6]([CH:21]=1)[C:7]([NH:9][C:10]1[CH:15]=[CH:14][C:13]([O:16][C:17]([F:20])([F:19])[F:18])=[CH:12][CH:11]=1)=[O:8].[N:29]1[CH:34]=[C:33](B(O)O)[CH:32]=[N:31][CH:30]=1.C([O-])([O-])=O.[Na+].[Na+].COCCOC. (3) Given the product [Br:14][C:12]1[CH:11]=[CH:10][C:9]([Cl:15])=[C:8]([C:6]2[N:5]=[C:4]([NH2:16])[N:3]=[C:2]([NH:24][C:21]3[CH:22]=[CH:23][C:18]([Cl:17])=[CH:19][CH:20]=3)[CH:7]=2)[CH:13]=1, predict the reactants needed to synthesize it. The reactants are: Cl[C:2]1[CH:7]=[C:6]([C:8]2[CH:13]=[C:12]([Br:14])[CH:11]=[CH:10][C:9]=2[Cl:15])[N:5]=[C:4]([NH2:16])[N:3]=1.[Cl:17][C:18]1[CH:23]=[CH:22][C:21]([NH2:24])=[CH:20][CH:19]=1. (4) Given the product [Br-:33].[C:26]([O:30][C:31]([CH2:32][N+:1]12[CH2:6][CH2:5][CH:4]([CH2:7][CH2:8]1)[C@@H:3]([O:9][C:10](=[O:25])[C:11]([OH:24])([C:12]1[CH:17]=[CH:16][CH:15]=[CH:14][CH:13]=1)[C:18]1[CH:23]=[CH:22][CH:21]=[CH:20][CH:19]=1)[CH2:2]2)=[O:34])([CH3:29])([CH3:28])[CH3:27], predict the reactants needed to synthesize it. The reactants are: [N:1]12[CH2:8][CH2:7][CH:4]([CH2:5][CH2:6]1)[C@@H:3]([O:9][C:10](=[O:25])[C:11]([OH:24])([C:18]1[CH:23]=[CH:22][CH:21]=[CH:20][CH:19]=1)[C:12]1[CH:17]=[CH:16][CH:15]=[CH:14][CH:13]=1)[CH2:2]2.[C:26]([O:30][C:31](=[O:34])[CH2:32][Br:33])([CH3:29])([CH3:28])[CH3:27].